From a dataset of Reaction yield outcomes from USPTO patents with 853,638 reactions. Predict the reaction yield, written as a fraction of the theoretical maximum amount of product (1.0 means a 100% yield; for example, 0.34 means a 34% yield). (1) The reactants are [CH2:1]([N:8]1[CH2:13][CH2:12][C:11]2([C:21]3[C:16](=[CH:17][CH:18]=[CH:19][C:20]=3[CH2:22][NH:23][C:24](=[O:30])[O:25][C:26]([CH3:29])([CH3:28])[CH3:27])[NH:15][CH2:14]2)[CH2:10][CH2:9]1)[C:2]1[CH:7]=[CH:6][CH:5]=[CH:4][CH:3]=1.CC1(C)C2C(=C(P(C3C=CC=CC=3)C3C=CC=CC=3)C=CC=2)OC2C(P(C3C=CC=CC=3)C3C=CC=CC=3)=CC=CC1=2.C([O-])([O-])=O.[Cs+].[Cs+].C1(C)C=CC=CC=1.Cl[C:87]1[C:88]2[CH:95]([CH2:96][CH3:97])[CH2:94][CH2:93][C:89]=2[N:90]=[CH:91][N:92]=1. The catalyst is CC([O-])=O.CC([O-])=O.[Pd+2]. The product is [CH2:1]([N:8]1[CH2:13][CH2:12][C:11]2([C:21]3[C:16](=[CH:17][CH:18]=[CH:19][C:20]=3[CH2:22][NH:23][C:24](=[O:30])[O:25][C:26]([CH3:27])([CH3:29])[CH3:28])[N:15]([C:87]3[C:88]4[CH:95]([CH2:96][CH3:97])[CH2:94][CH2:93][C:89]=4[N:90]=[CH:91][N:92]=3)[CH2:14]2)[CH2:10][CH2:9]1)[C:2]1[CH:3]=[CH:4][CH:5]=[CH:6][CH:7]=1. The yield is 0.700. (2) The reactants are [Cl:1][C:2]1[CH:7]=[CH:6][C:5]([CH:8]2[C:15]3[C:14]([CH3:16])=[N:13][NH:12][C:11]=3[C:10](=[O:17])[N:9]2[C:18]2[CH:23]=[C:22]([CH3:24])[C:21](=[O:25])[N:20]([CH3:26])[CH:19]=2)=[CH:4][CH:3]=1.[CH3:27][C:28]1[C:33](B(O)O)=[CH:32][CH:31]=[CH:30][N:29]=1.N1C=CC=CC=1. The catalyst is O=[N+]([O-])[O-].[O-][N+](=O)[O-].[O-][N+](=O)[O-].[O-][N+](=O)[O-].[O-][N+](=O)[O-].[O-][N+](=O)[O-].[Ce+4].[NH4+].[NH4+].C([O-])(=O)C.[Cu+2].C([O-])(=O)C. The product is [Cl:1][C:2]1[CH:7]=[CH:6][C:5]([CH:8]2[C:15]3[C:11](=[N:12][N:13]([C:33]4[C:28]([CH3:27])=[N:29][CH:30]=[CH:31][CH:32]=4)[C:14]=3[CH3:16])[C:10](=[O:17])[N:9]2[C:18]2[CH:23]=[C:22]([CH3:24])[C:21](=[O:25])[N:20]([CH3:26])[CH:19]=2)=[CH:4][CH:3]=1. The yield is 0.0400. (3) The reactants are [CH:1]1([C:4]2[N:9]=[CH:8][C:7]([C:10]3[CH:15]=[CH:14][N:13]=[C:12]([C:16]([NH:18][C:19]4[CH:24]=[CH:23][CH:22]=[C:21]([C:25]([NH:27][NH2:28])=O)[N:20]=4)=[O:17])[CH:11]=3)=[CH:6][CH:5]=2)[CH2:3][CH2:2]1.[CH3:29]N(C)C=O.CN(C)C(=O)C.[CH3:40][O:41][CH2:42][C@@H:43]([NH2:45])[CH3:44].C(O)(=O)C. The catalyst is C1(C)C=CC=CC=1. The product is [CH:1]1([C:4]2[N:9]=[CH:8][C:7]([C:10]3[CH:15]=[CH:14][N:13]=[C:12]([C:16]([NH:18][C:19]4[CH:24]=[CH:23][CH:22]=[C:21]([C:25]5[N:45]([C@@H:43]([CH3:44])[CH2:42][O:41][CH3:40])[CH:29]=[N:28][N:27]=5)[N:20]=4)=[O:17])[CH:11]=3)=[CH:6][CH:5]=2)[CH2:2][CH2:3]1. The yield is 0.630. (4) The reactants are [NH2:1][N:2]1[CH:6]=[C:5]([CH3:7])[CH:4]=[C:3]1[C:8]([NH2:10])=[O:9].[C:11]([O-])(=[O:13])C.[Na+]. The catalyst is C(O)=O. The product is [CH:11]([NH:1][N:2]1[CH:6]=[C:5]([CH3:7])[CH:4]=[C:3]1[C:8]([NH2:10])=[O:9])=[O:13]. The yield is 0.270. (5) The reactants are C([N:4]1[CH2:10][CH2:9][CH2:8][N:7]([C:11]2[CH:16]=[CH:15][C:14]([C:17]3[NH:26][C:25](=[O:27])[C:24]4[C:19](=[CH:20][C:21]([O:30][CH3:31])=[CH:22][C:23]=4[O:28][CH3:29])[N:18]=3)=[CH:13][CH:12]=2)[CH2:6][CH2:5]1)(=O)C. The catalyst is Cl. The product is [N:7]1([C:11]2[CH:16]=[CH:15][C:14]([C:17]3[NH:26][C:25](=[O:27])[C:24]4[C:19](=[CH:20][C:21]([O:30][CH3:31])=[CH:22][C:23]=4[O:28][CH3:29])[N:18]=3)=[CH:13][CH:12]=2)[CH2:8][CH2:9][CH2:10][NH:4][CH2:5][CH2:6]1. The yield is 0.330. (6) The reactants are Cl[C:2]1[C:9]([N+:10]([O-:12])=[O:11])=[CH:8][CH:7]=[C:6]([Cl:13])[C:3]=1[C:4]#[N:5].[CH3:14][NH2:15].O.CCCCCC. The catalyst is CCOC(C)=O. The product is [Cl:13][C:6]1[C:3]([C:4]#[N:5])=[C:2]([NH:15][CH3:14])[C:9]([N+:10]([O-:12])=[O:11])=[CH:8][CH:7]=1. The yield is 0.830. (7) The reactants are [CH3:1][NH:2][C:3]1[CH:8]=[CH:7][C:6]([N+:9]([O-:11])=[O:10])=[CH:5][CH:4]=1.[Br:12]Br.C([O-])(O)=O.[Na+]. The catalyst is CC(O)=O.C(Cl)(Cl)Cl. The product is [Br:12][C:4]1[CH:5]=[C:6]([N+:9]([O-:11])=[O:10])[CH:7]=[CH:8][C:3]=1[NH:2][CH3:1].[Br:12][C:4]1[CH:5]=[C:6]([N+:9]([O-:11])=[O:10])[CH:7]=[CH:8][C:3]=1[NH:2][CH3:1]. The yield is 0.990. (8) The reactants are [N:1]1[CH:6]=[CH:5][CH:4]=[CH:3][C:2]=1[S:7][S:8][CH2:9][CH2:10][CH2:11][C:12]([OH:14])=[O:13].[S:15](Cl)(=[O:18])(=[O:17])[OH:16].C(N(C(C)C)C(C)C)C.C([O-])([O-])=O.[Na+].[Na+].OP(O)(O)=O. No catalyst specified. The product is [N:1]1[CH:6]=[CH:5][CH:4]=[CH:3][C:2]=1[S:7][S:8][CH2:9][CH2:10][CH:11]([S:15]([OH:18])(=[O:17])=[O:16])[C:12]([OH:14])=[O:13]. The yield is 0.441. (9) The reactants are C[O:2][C:3](=O)[C@@H:4]([NH:13][C:14]([C:16]1[CH:24]=[C:23]2[C:19]([CH:20]=[N:21][N:22]2[CH2:25][CH:26]([CH3:28])[CH3:27])=[CH:18][C:17]=1[O:29][C:30]1[CH:35]=[CH:34][C:33]([F:36])=[CH:32][C:31]=1[F:37])=[O:15])[CH2:5][CH2:6][N:7]([CH2:9][CH2:10][O:11][CH3:12])[CH3:8].[BH4-].[Na+]. The catalyst is C1COCC1.CO. The product is [OH:2][CH2:3][C@@H:4]([NH:13][C:14]([C:16]1[CH:24]=[C:23]2[C:19]([CH:20]=[N:21][N:22]2[CH2:25][CH:26]([CH3:28])[CH3:27])=[CH:18][C:17]=1[O:29][C:30]1[CH:35]=[CH:34][C:33]([F:36])=[CH:32][C:31]=1[F:37])=[O:15])[CH2:5][CH2:6][N:7]([CH2:9][CH2:10][O:11][CH3:12])[CH3:8]. The yield is 0.310.